From a dataset of Full USPTO retrosynthesis dataset with 1.9M reactions from patents (1976-2016). Predict the reactants needed to synthesize the given product. (1) Given the product [CH:1]([O:4][C:5]([N:7]1[CH2:8][CH2:9][CH:10]([O:13][N:14]=[C:15]2[CH2:20][CH2:19][N:18]([C:21]3[CH:26]=[C:25]([F:27])[C:24]([C:28](=[O:30])[N:33]([CH3:34])[CH3:32])=[CH:23][C:22]=3[F:31])[CH2:17][CH2:16]2)[CH2:11][CH2:12]1)=[O:6])([CH3:3])[CH3:2], predict the reactants needed to synthesize it. The reactants are: [CH:1]([O:4][C:5]([N:7]1[CH2:12][CH2:11][CH:10]([O:13][N:14]=[C:15]2[CH2:20][CH2:19][N:18]([C:21]3[CH:26]=[C:25]([F:27])[C:24]([C:28]([OH:30])=O)=[CH:23][C:22]=3[F:31])[CH2:17][CH2:16]2)[CH2:9][CH2:8]1)=[O:6])([CH3:3])[CH3:2].[CH3:32][NH:33][CH3:34].C1C=CC2N(O)N=NC=2C=1.C(Cl)CCl. (2) Given the product [CH2:50]1[C:58]2[C:53](=[CH:54][CH:55]=[CH:56][CH:57]=2)[CH2:52][N:51]1[C:29]([C:28]1[C:24]([CH3:23])=[N:25][O:26][C:27]=1[CH2:32][C:33]([C:34]1[CH:39]=[CH:38][CH:37]=[CH:36][CH:35]=1)=[O:40])=[O:31], predict the reactants needed to synthesize it. The reactants are: CN(C(ON1N=NC2C=CC=CC1=2)=[N+](C)C)C.[B-](F)(F)(F)F.[CH3:23][C:24]1[C:28]([C:29]([OH:31])=O)=[C:27]([CH2:32][C:33](=[O:40])[C:34]2[CH:39]=[CH:38][CH:37]=[CH:36][CH:35]=2)[O:26][N:25]=1.C(N(C(C)C)C(C)C)C.[CH2:50]1[C:58]2[C:53](=[CH:54][CH:55]=[CH:56][CH:57]=2)[CH2:52][NH:51]1. (3) Given the product [Cl:17][C:18]1[CH:19]=[C:20]([CH:33]=[C:34]([F:36])[CH:35]=1)[CH2:21][S:22][C:23]1[CH:24]=[C:25]([OH:31])[C:26](=[O:29])[NH:27][CH:28]=1, predict the reactants needed to synthesize it. The reactants are: C(SC1C=C(O)C(=O)NC=1)C1C=CC=CC=1.[Cl:17][C:18]1[CH:19]=[C:20]([CH:33]=[C:34]([F:36])[CH:35]=1)[CH2:21][S:22][C:23]1[CH:24]=[C:25]([O:31]C)[C:26]([O:29]C)=[N:27][CH:28]=1. (4) Given the product [C:1]([C@@H:3]([NH:19][C:20]([C@@H:22]1[CH2:27][CH2:26][CH2:25][CH2:24][NH:23]1)=[O:21])[CH2:4][C:5]1[CH:10]=[CH:9][C:8]([C:11]2[CH:12]=[N:13][C:14]([C:17]#[N:18])=[CH:15][CH:16]=2)=[CH:7][CH:6]=1)#[N:2], predict the reactants needed to synthesize it. The reactants are: [C:1]([C@@H:3]([NH:19][C:20]([C@@H:22]1[CH2:27][CH2:26][CH2:25][CH2:24][N:23]1C(OC(C)(C)C)=O)=[O:21])[CH2:4][C:5]1[CH:10]=[CH:9][C:8]([C:11]2[CH:12]=[N:13][C:14]([C:17]#[N:18])=[CH:15][CH:16]=2)=[CH:7][CH:6]=1)#[N:2]. (5) Given the product [CH3:20][O:21][C:22]1[CH:30]=[CH:29][CH:28]=[C:27]2[C:23]=1[CH2:24][CH2:25][N:26]2[C:16](=[O:18])[CH2:15][C:3]1[N:2]([CH3:1])[C:7](=[O:8])[CH:6]=[C:5]([N:9]2[CH2:10][CH2:11][O:12][CH2:13][CH2:14]2)[N:4]=1, predict the reactants needed to synthesize it. The reactants are: [CH3:1][N:2]1[C:7](=[O:8])[CH:6]=[C:5]([N:9]2[CH2:14][CH2:13][O:12][CH2:11][CH2:10]2)[N:4]=[C:3]1[CH2:15][C:16]([O-:18])=O.[Na+].[CH3:20][O:21][C:22]1[CH:30]=[CH:29][CH:28]=[C:27]2[C:23]=1[CH2:24][CH2:25][NH:26]2.Cl.CN(C)CCCN=C=NCC.